This data is from Full USPTO retrosynthesis dataset with 1.9M reactions from patents (1976-2016). The task is: Predict the reactants needed to synthesize the given product. (1) Given the product [Cl:11][C:12]1[CH:17]=[CH:16][C:15]([NH:18][C:19]([C@@:21]23[C:27]([CH3:28])([CH3:29])[C@@:24]([CH3:30])([CH2:25][CH2:26]2)[C:23](=[O:31])[O:22]3)=[O:20])=[C:14]([C@@:32]([OH:37])([C:10]#[C:9][CH:6]2[CH2:8][CH2:7]2)[C:33]([F:34])([F:35])[F:36])[CH:13]=1, predict the reactants needed to synthesize it. The reactants are: C([Li])CCC.[CH:6]1([C:9]#[CH:10])[CH2:8][CH2:7]1.[Cl:11][C:12]1[CH:17]=[CH:16][C:15]([NH:18][C:19]([C@@:21]23[C:27]([CH3:29])([CH3:28])[C@@:24]([CH3:30])([CH2:25][CH2:26]2)[C:23](=[O:31])[O:22]3)=[O:20])=[C:14]([C:32](=[O:37])[C:33]([F:36])([F:35])[F:34])[CH:13]=1. (2) Given the product [OH:16][CH2:15][C@@H:3]1[C:2]([CH3:17])([CH3:1])[CH2:8][CH2:7][CH2:6][C:5](=[CH2:9])[C@@H:4]1[CH2:10][CH2:11][C:12](=[O:14])[CH3:13], predict the reactants needed to synthesize it. The reactants are: [CH3:1][C:2]1([CH3:17])[CH2:8][CH2:7][CH2:6][C:5](=[CH2:9])[C@H:4]([CH2:10][CH2:11][C:12](=[O:14])[CH3:13])[C@@H:3]1[CH:15]=[O:16]. (3) Given the product [F:1][C:2]1[CH:14]=[CH:13][C:5]([C:6]([O:8][C:9]([CH3:10])([CH3:11])[CH3:12])=[O:7])=[CH:4][C:3]=1[CH2:15][NH:31][CH2:24][C:25]1[CH:30]=[CH:29][CH:28]=[CH:27][CH:26]=1, predict the reactants needed to synthesize it. The reactants are: [F:1][C:2]1[CH:14]=[CH:13][C:5]([C:6]([O:8][C:9]([CH3:12])([CH3:11])[CH3:10])=[O:7])=[CH:4][C:3]=1[CH3:15].BrN1C(=O)CCC1=O.[CH2:24]([NH2:31])[C:25]1[CH:30]=[CH:29][CH:28]=[CH:27][CH:26]=1. (4) Given the product [CH3:12][S:11][C:8]1[CH:9]=[CH:10][C:5]([C:3]2[N:14]=[C:13]([CH:16]3[CH2:21][CH2:20][N:19]([C:22]([O:24][C:25]([CH3:28])([CH3:27])[CH3:26])=[O:23])[CH2:18][CH2:17]3)[O:15][CH:2]=2)=[CH:6][CH:7]=1, predict the reactants needed to synthesize it. The reactants are: Br[CH2:2][C:3]([C:5]1[CH:10]=[CH:9][C:8]([S:11][CH3:12])=[CH:7][CH:6]=1)=O.[C:13]([CH:16]1[CH2:21][CH2:20][N:19]([C:22]([O:24][C:25]([CH3:28])([CH3:27])[CH3:26])=[O:23])[CH2:18][CH2:17]1)(=[O:15])[NH2:14]. (5) Given the product [CH3:14][N:13]1[C:9]([O:8][C:6]2[CH:5]=[C:4]([CH3:19])[CH:3]=[C:2]([O:1][CH2:24]/[CH:23]=[CH:22]/[C:21]([F:27])([F:26])[F:20])[N:7]=2)=[CH:10][C:11]([C:15]([F:18])([F:17])[F:16])=[N:12]1, predict the reactants needed to synthesize it. The reactants are: [OH:1][C:2]1[N:7]=[C:6]([O:8][C:9]2[N:13]([CH3:14])[N:12]=[C:11]([C:15]([F:18])([F:17])[F:16])[CH:10]=2)[CH:5]=[C:4]([CH3:19])[CH:3]=1.[F:20][C:21]([F:27])([F:26])[CH:22]=[CH:23][CH2:24]O.C1(P(C2C=CC=CC=2)C2C=CC=CC=2)C=CC=CC=1.N(C(OCC)=O)=NC(OCC)=O. (6) Given the product [Cl:1][C:2]1[CH:3]=[CH:4][C:5]2[N:6]([C:8]([C:31]3[CH:30]=[CH:29][N:28]=[C:27]4[N:23]([S:20]([C:17]5[CH:18]=[CH:19][C:14]([CH3:13])=[CH:15][CH:16]=5)(=[O:21])=[O:22])[CH:24]=[CH:25][C:26]=34)=[C:9]([CH3:11])[N:10]=2)[N:7]=1, predict the reactants needed to synthesize it. The reactants are: [Cl:1][C:2]1[CH:3]=[CH:4][C:5]2[N:6]([C:8](I)=[C:9]([CH3:11])[N:10]=2)[N:7]=1.[CH3:13][C:14]1[CH:19]=[CH:18][C:17]([S:20]([N:23]2[C:27]3=[N:28][CH:29]=[CH:30][C:31](B4OC(C)(C)C(C)(C)O4)=[C:26]3[CH:25]=[CH:24]2)(=[O:22])=[O:21])=[CH:16][CH:15]=1.C(=O)([O-])[O-].[Cs+].[Cs+].O1CCCC1. (7) Given the product [Cl:28][C:29]1[CH:34]=[C:33]([C:2]2[CH:3]=[C:4]3[C:9](=[CH:10][CH:11]=2)[N:8]=[CH:7][C:6]([C:12](=[O:14])[CH3:13])=[C:5]3[NH:15][C:16]2[CH:17]=[C:18]3[C:22](=[CH:23][CH:24]=2)[CH:21]([N:25]([CH3:27])[CH3:26])[CH2:20][CH2:19]3)[CH:32]=[C:31]([Cl:44])[C:30]=1[OH:45], predict the reactants needed to synthesize it. The reactants are: Br[C:2]1[CH:3]=[C:4]2[C:9](=[CH:10][CH:11]=1)[N:8]=[CH:7][C:6]([C:12](=[O:14])[CH3:13])=[C:5]2[NH:15][C:16]1[CH:17]=[C:18]2[C:22](=[CH:23][CH:24]=1)[CH:21]([N:25]([CH3:27])[CH3:26])[CH2:20][CH2:19]2.[Cl:28][C:29]1[CH:34]=[C:33](B2OC(C)(C)C(C)(C)O2)[CH:32]=[C:31]([Cl:44])[C:30]=1[OH:45]. (8) Given the product [Cl:17][C:12]1[CH:11]=[C:10]([C:8]2[CH:9]=[C:4]([CH2:3][OH:2])[CH:5]=[N:6][CH:7]=2)[CH:15]=[CH:14][C:13]=1[Cl:16], predict the reactants needed to synthesize it. The reactants are: C[O:2][C:3](=O)[C:4]1[CH:9]=[C:8]([C:10]2[CH:15]=[CH:14][C:13]([Cl:16])=[C:12]([Cl:17])[CH:11]=2)[CH:7]=[N:6][CH:5]=1. (9) Given the product [Cl:3][C:18]1[N:17]([C:11]2[CH:16]=[CH:15][CH:14]=[CH:13][CH:12]=2)[C:25]2[C:20]([C:19]=1[CH:9]=[O:10])=[CH:21][CH:22]=[CH:23][CH:24]=2, predict the reactants needed to synthesize it. The reactants are: P(Cl)(Cl)([Cl:3])=O.CN([CH:9]=[O:10])C.[C:11]1([N:17]2[C:25]3[C:20](=[CH:21][CH:22]=[CH:23][CH:24]=3)[CH2:19][C:18]2=O)[CH:16]=[CH:15][CH:14]=[CH:13][CH:12]=1.N1C=CC=CC=1. (10) Given the product [Br:7][C:8]1[CH:9]=[C:10]([C:21]2[CH:22]=[N:23][C:18]([O:17][CH3:16])=[CH:19][CH:20]=2)[C:11]([NH2:14])=[N:12][CH:13]=1, predict the reactants needed to synthesize it. The reactants are: C([O-])([O-])=O.[K+].[K+].[Br:7][C:8]1[CH:9]=[C:10](I)[C:11]([NH2:14])=[N:12][CH:13]=1.[CH3:16][O:17][C:18]1[N:23]=[CH:22][C:21](B(O)O)=[CH:20][CH:19]=1.